Task: Regression. Given a peptide amino acid sequence and an MHC pseudo amino acid sequence, predict their binding affinity value. This is MHC class I binding data.. Dataset: Peptide-MHC class I binding affinity with 185,985 pairs from IEDB/IMGT (1) The peptide sequence is TAFTIPSI. The MHC is HLA-B45:01 with pseudo-sequence HLA-B45:01. The binding affinity (normalized) is 0. (2) The peptide sequence is KVCYVPHFK. The MHC is HLA-A31:01 with pseudo-sequence HLA-A31:01. The binding affinity (normalized) is 0.897.